This data is from Catalyst prediction with 721,799 reactions and 888 catalyst types from USPTO. The task is: Predict which catalyst facilitates the given reaction. (1) Reactant: Br[CH2:2][CH:3]1[CH2:7][CH2:6][CH:5]([CH2:8][CH2:9][C:10]2[CH:15]=[C:14]([F:16])[CH:13]=[CH:12][C:11]=2[O:17][CH3:18])[O:4]1.[Na+].[I-].[C-:21]#[N:22].[K+].C(=O)(O)[O-].[Na+]. Product: [C:21]([CH2:2][CH:3]1[CH2:7][CH2:6][CH:5]([CH2:8][CH2:9][C:10]2[CH:15]=[C:14]([F:16])[CH:13]=[CH:12][C:11]=2[O:17][CH3:18])[O:4]1)#[N:22]. The catalyst class is: 16. (2) Reactant: [N:1]1[C:10]2[CH:9]=[CH:8][CH:7]=[C:6]([CH:11]=O)[C:5]=2[CH:4]=[CH:3][CH:2]=1.[OH-:13].[K+].[CH:15](Br)(Br)Br.[OH-:19].[K+].[CH3:21][OH:22]. Product: [CH3:15][O:13][CH:11]([C:6]1[CH:7]=[CH:8][CH:9]=[C:10]2[C:5]=1[CH:4]=[CH:3][CH:2]=[N:1]2)[C:21]([OH:22])=[O:19]. The catalyst class is: 71. (3) Reactant: C(OC([NH:11][C@H:12]1[CH2:17][CH2:16][N:15]([C:18]2[CH:23]=[C:22]([C:24]([O:26][CH2:27][CH3:28])=[O:25])[C:21]([CH3:29])=[CH:20][N:19]=2)[CH2:14][C@H:13]1[O:30][CH3:31])=O)C1C=CC=CC=1. Product: [NH2:11][C@H:12]1[CH2:17][CH2:16][N:15]([C:18]2[CH:23]=[C:22]([C:24]([O:26][CH2:27][CH3:28])=[O:25])[C:21]([CH3:29])=[CH:20][N:19]=2)[CH2:14][C@H:13]1[O:30][CH3:31]. The catalyst class is: 719. (4) Reactant: [H-].[Na+].[CH3:3][C:4]1[C:12]2[C:7](=[CH:8][CH:9]=[C:10]([C:13]([F:16])([F:15])[F:14])[CH:11]=2)[NH:6][CH:5]=1.[CH3:17][C:18]([C:21]1[CH:22]=[C:23]([S:27](Cl)(=[O:29])=[O:28])[CH:24]=[CH:25][CH:26]=1)([CH3:20])[CH3:19].Cl. Product: [CH3:20][C:18]([C:21]1[CH:22]=[C:23]([S:27]([N:6]2[C:7]3[C:12](=[CH:11][C:10]([C:13]([F:16])([F:14])[F:15])=[CH:9][CH:8]=3)[C:4]([CH3:3])=[CH:5]2)(=[O:28])=[O:29])[CH:24]=[CH:25][CH:26]=1)([CH3:17])[CH3:19]. The catalyst class is: 9. (5) Reactant: F[C:2]1[CH:7]=[C:6]([F:8])[CH:5]=[CH:4][C:3]=1[N+:9]([O-:11])=[O:10].[Cl:12][C:13]1[CH:14]=[C:15]([CH:18]=[CH:19][CH:20]=1)[CH2:16][NH2:17].C(N(CC)C(C)C)(C)C. Product: [Cl:12][C:13]1[CH:14]=[C:15]([CH:18]=[CH:19][CH:20]=1)[CH2:16][NH:17][C:2]1[CH:7]=[C:6]([F:8])[CH:5]=[CH:4][C:3]=1[N+:9]([O-:11])=[O:10]. The catalyst class is: 10. (6) Reactant: [ClH:1].C(OC(=O)[NH:8][C@H:9]([C:13]([N:15]1[CH2:20][CH2:19][CH:18]([O:21][C:22]2[CH:23]=[N:24][C:25]([O:28][CH3:29])=[CH:26][CH:27]=2)[CH2:17][CH2:16]1)=[O:14])[CH:10]([CH3:12])[CH3:11])(C)(C)C. Product: [ClH:1].[ClH:1].[CH3:29][O:28][C:25]1[N:24]=[CH:23][C:22]([O:21][CH:18]2[CH2:17][CH2:16][N:15]([C:13](=[O:14])[C@@H:9]([NH2:8])[CH:10]([CH3:11])[CH3:12])[CH2:20][CH2:19]2)=[CH:27][CH:26]=1. The catalyst class is: 8. (7) Reactant: [CH3:1][O:2][C:3]1[C:15]([O:16][CH2:17][CH2:18][O:19][CH3:20])=[CH:14][C:6]([C:7]([O:9]CCOC)=[O:8])=[C:5]([N+:21]([O-:23])=[O:22])[CH:4]=1.[OH-].[Na+]. Product: [CH3:1][O:2][C:3]1[C:15]([O:16][CH2:17][CH2:18][O:19][CH3:20])=[CH:14][C:6]([C:7]([OH:9])=[O:8])=[C:5]([N+:21]([O-:23])=[O:22])[CH:4]=1. The catalyst class is: 88.